This data is from Full USPTO retrosynthesis dataset with 1.9M reactions from patents (1976-2016). The task is: Predict the reactants needed to synthesize the given product. Given the product [ClH:24].[F:1][C:2]1[CH:3]=[CH:4][C:5]([S:8]([CH:11]2[CH2:16][CH2:15][NH:14][CH2:13][CH2:12]2)(=[O:9])=[O:10])=[CH:6][CH:7]=1, predict the reactants needed to synthesize it. The reactants are: [F:1][C:2]1[CH:7]=[CH:6][C:5]([S:8]([CH:11]2[CH2:16][CH2:15][N:14](C(OC(C)(C)C)=O)[CH2:13][CH2:12]2)(=[O:10])=[O:9])=[CH:4][CH:3]=1.[ClH:24].